From a dataset of NCI-60 drug combinations with 297,098 pairs across 59 cell lines. Regression. Given two drug SMILES strings and cell line genomic features, predict the synergy score measuring deviation from expected non-interaction effect. (1) Drug 1: CC1=C(C(=O)C2=C(C1=O)N3CC4C(C3(C2COC(=O)N)OC)N4)N. Drug 2: CC(C)CN1C=NC2=C1C3=CC=CC=C3N=C2N. Cell line: SF-268. Synergy scores: CSS=-16.5, Synergy_ZIP=2.81, Synergy_Bliss=3.92, Synergy_Loewe=-11.9, Synergy_HSA=-10.5. (2) Drug 1: C1=NC2=C(N1)C(=S)N=CN2. Drug 2: COC1=C2C(=CC3=C1OC=C3)C=CC(=O)O2. Cell line: KM12. Synergy scores: CSS=17.2, Synergy_ZIP=-3.21, Synergy_Bliss=0.517, Synergy_Loewe=-11.4, Synergy_HSA=-0.446. (3) Drug 1: CC(C)(C#N)C1=CC(=CC(=C1)CN2C=NC=N2)C(C)(C)C#N. Drug 2: CC1=C(C(=O)C2=C(C1=O)N3CC4C(C3(C2COC(=O)N)OC)N4)N. Cell line: HS 578T. Synergy scores: CSS=10.8, Synergy_ZIP=-2.62, Synergy_Bliss=-0.522, Synergy_Loewe=-1.81, Synergy_HSA=0.0387. (4) Cell line: CAKI-1. Synergy scores: CSS=27.9, Synergy_ZIP=-8.52, Synergy_Bliss=-1.61, Synergy_Loewe=-2.96, Synergy_HSA=-1.63. Drug 2: N.N.Cl[Pt+2]Cl. Drug 1: CC1=C(C(CCC1)(C)C)C=CC(=CC=CC(=CC(=O)O)C)C. (5) Drug 1: CN(C)N=NC1=C(NC=N1)C(=O)N. Drug 2: C1=CC=C(C(=C1)C(C2=CC=C(C=C2)Cl)C(Cl)Cl)Cl. Cell line: OVCAR-4. Synergy scores: CSS=4.67, Synergy_ZIP=-0.552, Synergy_Bliss=0.709, Synergy_Loewe=1.08, Synergy_HSA=0.731. (6) Drug 1: COC1=C(C=C2C(=C1)N=CN=C2NC3=CC(=C(C=C3)F)Cl)OCCCN4CCOCC4. Drug 2: CC1=CC2C(CCC3(C2CCC3(C(=O)C)OC(=O)C)C)C4(C1=CC(=O)CC4)C. Cell line: TK-10. Synergy scores: CSS=33.3, Synergy_ZIP=8.51, Synergy_Bliss=8.43, Synergy_Loewe=-12.3, Synergy_HSA=5.37.